Dataset: Human Reference Interactome with 51,813 positive PPI pairs across 8,248 proteins, plus equal number of experimentally-validated negative pairs. Task: Binary Classification. Given two protein amino acid sequences, predict whether they physically interact or not. (1) Protein 1 (ENSG00000206560) has sequence MAFLKLRDQPSLVQAIFNGDPDEVRALIFKKEDVNFQDNEKRTPLHAAAYLGDAEIIELLILSGARVNAKDSKWLTPLHRAVASCSEEAVQVLLKHSADVNARDKNWQTPLHIAAANKAVKCAEALVPLLSNVNVSDRAGRTALHHAAFSGHGEMVKLLLSRGANINAFDKKDRRAIHWAAYMGHIEVVKLLVSHGAEVTCKDKKSYTPLHAAASSGMISVVKYLLDLGVDMNEPNAYGNTPLHVACYNGQDVVVNELIDCGAIVNQKNEKGFTPLHFAAASTHGALCLELLVGNGADVN.... Protein 2 (ENSG00000132854) has sequence MITPLASAETNEDMAVVWKLLREGNVNIQATQGGQTALMLGVSHDREDMVQALLSCQADVNLQDHDGSSALMVACHHGNVDLVRLLLAHPACDSSLTDKAGRTALSIALKSPTHMEIAGLLRAHAEQGRSLGL*MKKKDYGFRAGGNGTKKNLQFVGVNGGYETTSSEETSGEDSTPEDLSDSEAEKKCDGPDHKHVKDAHLTCEAGQGIPEGTCHAAQESGPGEEVPHSKAERYKPSEEFLNACRALSQHLPETGTTTDQLLRQSLNTISQEWFRVSSRKSSSPAVVASYLHEVQPHSP.... Result: 0 (the proteins do not interact). (2) Protein 1 (ENSG00000165169) has sequence MEEYHRHCDEVGFNAEEAHNIVKECVDGVLGGEDYNHNNINQWTASIVEQSLTHLVKLGKAYKYIVTCAVVQKSAYGFHTASSCFWDTTSDGTCTVRWENRTMNCGVLLCRPGWSAVMQFRLTATSASQVQVILLPQPPEYLELQAHAITPG*MEEYHRHCDEVGFNAEEAHNIVKECVDGVLGGEDYNHNNINQWTASIVEQSLTHLVKLGKAYKYIVTCAVVQKSAYGFHTASSCFWDTTSDGTCTVRWENRTMNCIVNVFAIAIVL*MARSLGVLVALPFPLPVGFNAEEAHNIVKE.... Protein 2 (ENSG00000185920) has sequence MASAGNAAEPQDRGGGGSGCIGAPGRPAGGGRRRRTGGLRRAAAPDRDYLHRPSYCDAAFALEQISKGKATGRKAPLWLRAKFQRLLFKLGCYIQKNCGKFLVVGLLIFGAFAVGLKAANLETNVEELWVEVGGRVSRELNYTRQKIGEEAMFNPQLMIQTPKEEGANVLTTEALLQHLDSALQASRVHVYMYNRQWKLEHLCYKSGELITETGYMDQIIEYLYPCLIITPLDCFWEGAKLQSGTAYLLGKPPLRWTNFDPLEFLEELKKINYQVDSWEEMLNKAEVGHGYMDRPCLNPA.... Result: 0 (the proteins do not interact). (3) Protein 1 (ENSG00000177984) has sequence MMSFLLGAILTLLWAPTAQAEVLLQPDFNAEKFSGLWYVVSMASDCRVFLGKKDHLSMSTRAIRPTEEGGLHVHMEFPGADGCNQVDAEYLKVGSEGHFRVPALGYLDVRIVDTDYSSFAVLYIYKELEGALSTMVQLYSRTQDVSPQALKSFQDFYPTLGLPKDMMVMLPQSDACNPESKEAP*. Protein 2 (ENSG00000115233) has sequence MDRLLRLGGGMPGLGQGPPTDAPAVDTAEQVYISSLALLKMLKHGRAGVPMEVMGLMLGEFVDDYTVRVIDVFAMPQSGTGVSVEAVDPVFQAKMLDMLKQTGRPEMVVGWYHSHPGFGCWLSGVDINTQQSFEALSERAVAVVVDPIQSVKGKVVIDAFRLINANMMVLGHEPRQTTSNLGHLNKPSIQALIHGLNRHYYSITINYRKNELEQKMLLNLHKKSWMEGLTLQDYSEHCKHNESVVKEMLELAKNYNKAVEEEDKMTPEQLAIKNVGKQDPKRHLEEHVDVLMTSNIVQCL.... Result: 0 (the proteins do not interact). (4) Protein 1 (ENSG00000114867) has sequence MNKAPQSTGPPPAPSPGLPQPAFPPGQTAPVVFSTPQATQMNTPSQPRQHFYPSRAQPPSSAASRVQSAAPARPGPAAHVYPAGSQVMMIPSQISYPASQGAYYIPGQGRSTYVVPTQQYPVQPGAPGFYPGASPTEFGTYAGAYYPAQGVQQFPTGVAPTPVLMNQPPQIAPKRERKTIRIRDPNQGGKDITEEIMSGARTASTPTPPQTGGGLEPQANGETPQVAVIVRPDDRSQGAIIADRPGLPGPEHSPSESQPSSPSPTPSPSPVLEPGSEPNLAVLSIPGDTMTTIQMSVEES.... Protein 2 (ENSG00000205922) has sequence MELSLESLGGLHSVAHAQAGELLSPGHARSAAAQHRGLVAPGRPGLVAGMASLLDGGGGGGGGGAGGAGGAGSAGGGADFRGELAGPLHPAMGMACEAPGLGGTYTTLTPLQHLPPLAAVADKFHQHAAAAAVAGAHGGHPHAHPHPAAAPPPPPPPQRLAASVSGSFTLMRDERAALASVGHLYGPYGKELPAMGSPLSPLPNALPPALHGAPQPPPPPPPPPLAAYGPPGHLAGDKLLPPAAFEPHAALLGRAEDALARGLPGGGGGTGSGGAGSGSAAGLLAPLGGLAAAGAHGPHG.... Result: 0 (the proteins do not interact). (5) Protein 1 (ENSG00000153130) has sequence MDGSRKEEEEDSTFTNISLADDIDHSSRILYPRPKSLLPKMMNADMDAVDAENQVELEEKTRLINQVLELQHTLEDLSARVDAVKEENLKLKSENQVLGQYIENLMSASSVFQTTDTKSKRK*MMNADMDAVDAENQVELEEKTRLINQVLELQHTLEDLSARVDAVKEENLKLKSENQVLGQYIENLMSASSVFQTTDTKSKRK*MRRRVFSSQDWRASGWDGMGFFSRRTFCGRSGRSCRGQLVQVSRPEVSAGSLLLPAPQAEDHSSRILYPRPKSLLPKMMNADMDDLSARVDAVK.... Protein 2 (ENSG00000173918) has sequence MYPATAVPQINITILKGEKGDRGDRGLQGKYGKTGSAGARGHTGPKGQKGSMGAPGERCKSHYAAFSVGRKKPMHSNHYYQTVIFDTEFVNLYDHFNMFTGKFYCYVPGLYFFSLNVHTWNQKETYLHIMKNEEEVVILFAQVGDRSIMQSQSLMLELREQDQVWVRLYKGERENAIFSEELDTYITFSGYLVKHATEP*MGSRGQGLLLAYCLLLAFASGLVLSRVPHVQGEQQEWEGTEELPSPPDHAERAEEQHEKYRPSQDQGLPASRCLRCCDPGTSMYPATAVPQINITILKGE.... Result: 0 (the proteins do not interact). (6) Protein 1 (ENSG00000130656) has sequence MSLTKTERTIIVSMWAKISTQADTIGTETLERLFLSHPQTKTYFPHFDLHPGSAQLRAHGSKVVAAVGDAVKSIDDIGGALSKLSELHAYILRVDPVNFKLLSHCLLVTLAARFPADFTAEAHAAWDKFLSVVSSVLTEKYR*MSLTKTERTIIVSMWAKISTQADTIGTETLERLFLSHPQTKTYFPHFDLHPGSAQL. Protein 2 (ENSG00000213931) has sequence MVHFTAEEKAAVTSLWSKMNVEEAGGEALGRLLVVYPWTQRFFDSFGNLSSPSAILGNPKVKAHGKKVLTSFGDAIKNMDNLKPAFAKLSELHCDKLHVDPENFKLLGNVMVIILATHFGKEFTPEVQAAWQKLVSAVAIALAHKYH*. Result: 1 (the proteins interact). (7) Protein 1 (ENSG00000150687) has sequence MAGIPGLLFLLFFLLCAVGQVSPYSAPWKPTWPAYRLPVVLPQSTLNLAKPDFGAEAKLEVSSSCGPQCHKGTPLPTYEEAKQYLSYETLYANGSRTETQVGIYILSSSGDGAQHRDSGSSGKSRRKRQIYGYDSRFSIFGKDFLLNYPFSTSVKLSTGCTGTLVAEKHVLTAAHCIHDGKTYVKGTQKLRVGFLKPKFKDGGRGANDSTSAMPEQMKFQWIRVKRTHVPKGWIKGNANDIGMDYDYALLELKKPHKRKFMKIGVSPPAKQLPGGRIHFSGYDNDRPGNLVYRFCDVKDE.... Protein 2 (ENSG00000109610) has sequence MLALLCSCLLLAAGASDAWTGEDSAEPNSDSAEWIRDMYAKVTEIWQEVMQRRDDDGALHAACQVQPSATLDAAQPRVTGVVLFRQLAPRAKLDAFFALEGFPTEPNSSSRAIHVHQFGDLSQGCESTGPHYNPLAVPHPQHPGDFGNFAVRDGSLWRYRAGLAASLAGPHSIVGRAVVVHAGEDDLGRGGNQASVENGNAGRRLACCVVGVCGPGLWERQAREHSERKKRRRESECKAA*MLALLCSCLLLAAGASDAWTGEDSAEPNSDSAEWIRDMYAKVTEIWQEVMQRRD. Result: 0 (the proteins do not interact).